This data is from Reaction yield outcomes from USPTO patents with 853,638 reactions. The task is: Predict the reaction yield, written as a fraction of the theoretical maximum amount of product (1.0 means a 100% yield; for example, 0.34 means a 34% yield). (1) The reactants are Br[C:2]1[N:9]=[CH:8][CH:7]=[C:6]([Cl:10])[C:3]=1[CH:4]=[O:5].[C:11]1(=[O:24])[C:16]2=[CH:17][C:18]3[CH2:19][CH2:20][CH2:21][CH2:22][C:23]=3[N:15]2[CH:14]=[CH:13][NH:12]1.C(=O)([O-])[O-].[Cs+].[Cs+].COC1C2C(=C3C(=CC=2)C(OC)=CC=N3)N=CC=1. The catalyst is [Cu]I.O1CCOCC1. The product is [Cl:10][C:6]1[C:3]([CH:4]=[O:5])=[C:2]([N:12]2[CH:13]=[CH:14][N:15]3[C:23]4[CH2:22][CH2:21][CH2:20][CH2:19][C:18]=4[CH:17]=[C:16]3[C:11]2=[O:24])[N:9]=[CH:8][CH:7]=1. The yield is 0.650. (2) The reactants are [F:1][C:2]1[CH:7]=[CH:6][C:5]([CH:8]([OH:12])[C:9]([OH:11])=[O:10])=[CH:4][CH:3]=1.OS(O)(=O)=O.[CH2:18](O)[CH3:19]. No catalyst specified. The product is [F:1][C:2]1[CH:3]=[CH:4][C:5]([CH:8]([OH:12])[C:9]([O:11][CH2:18][CH3:19])=[O:10])=[CH:6][CH:7]=1. The yield is 0.900. (3) The reactants are [CH3:1][N:2]1[C:10]2[C:5](=[CH:6][CH:7]=[CH:8][CH:9]=2)[CH2:4][CH2:3]1. The catalyst is C1(C)C=CC=CC=1.O=[Mn]=O. The product is [CH3:1][N:2]1[C:10]2[C:5](=[CH:6][CH:7]=[CH:8][CH:9]=2)[CH:4]=[CH:3]1. The yield is 0.570. (4) The reactants are [Cl:1][C:2]1[CH:3]=[CH:4][C:5]2[CH2:11][NH:10][CH2:9][CH:8]([CH2:12][CH2:13][C:14]([F:17])([F:16])[F:15])[O:7][C:6]=2[N:18]=1.C=O.[C:21](O[BH-](OC(=O)C)OC(=O)C)(=O)C.[Na+]. The catalyst is CO. The product is [Cl:1][C:2]1[CH:3]=[CH:4][C:5]2[CH2:11][N:10]([CH3:21])[CH2:9][CH:8]([CH2:12][CH2:13][C:14]([F:17])([F:16])[F:15])[O:7][C:6]=2[N:18]=1. The yield is 0.510. (5) The reactants are [S:1]1[C:5]2[CH:6]=[C:7]([NH:10][C:11]([NH:13][CH2:14][CH2:15]Cl)=[O:12])[CH:8]=[CH:9][C:4]=2[N:3]=[CH:2]1.[H-].[Na+].C(OCC)(=O)C. The catalyst is CN(C=O)C.C1COCC1. The product is [S:1]1[C:5]2[CH:6]=[C:7]([N:10]3[CH2:15][CH2:14][NH:13][C:11]3=[O:12])[CH:8]=[CH:9][C:4]=2[N:3]=[CH:2]1. The yield is 0.852. (6) The reactants are [NH2:1][C:2]1[S:3][C:4]([Cl:12])=[C:5]([C:7]([NH:9][CH2:10][CH3:11])=[O:8])[N:6]=1.C([O:15][C:16](=O)[CH2:17][C:18](=O)[CH2:19][Cl:20])C. No catalyst specified. The product is [Cl:12][C:4]1[S:3][C:2]2=[N:1][C:18]([CH2:19][Cl:20])=[CH:17][C:16](=[O:15])[N:6]2[C:5]=1[C:7]([NH:9][CH2:10][CH3:11])=[O:8]. The yield is 0.250.